Task: Binary Classification. Given a miRNA mature sequence and a target amino acid sequence, predict their likelihood of interaction.. Dataset: Experimentally validated miRNA-target interactions with 360,000+ pairs, plus equal number of negative samples (1) The miRNA is ath-miR842 with sequence UCAUGGUCAGAUCCGUCAUCC. The protein sequence of the target gene is MIQKLGAKGIKSDERNQREWDDGSEHDDVTKIYVRGGREGIRSIYFNYVKNGKPKDGSIHGYFDSGFTQTFEINHLRGEYLESVDAYYDKKSYGMQAIQFKTNFRTSELMGYSYECTMFTLAVQGKKIIGFHGSNYVHILSLGAYFISIAPTRLEVKGSKGSKKWDDGFDHENVSKIEVLGGFEGILYIKVDYIKNGKLETGLVHGHSGGDGFLQKMEINQSKNEYLVYVEGYYDDASETIQGLHFQTNLNNPVMMGYKKGRKFLLASNGNKIIGFHGYADKSLNSLGAYFSTTTPNKLE.... Result: 1 (interaction). (2) The miRNA is hsa-miR-1285-3p with sequence UCUGGGCAACAAAGUGAGACCU. The protein sequence of the target gene is MYSFMGGGLFCAWVGTILLVVAMATDHWMQYRLSGSFAHQGLWRYCLGNKCYLQTDSIAYWNATRAFMILSALCAISGIIMGIMAFAHQPTFSRISRPFSAGIMFFSSTLFVVLALAIYTGVTVSFLGRRFGDWRFSWSYILGWVAVLMTFFAGIFYMCAYRVHECRRLSTPR. Result: 0 (no interaction). (3) The miRNA is hsa-miR-6807-5p with sequence GUGAGCCAGUGGAAUGGAGAGG. The protein sequence of the target gene is MEADKDDTQQILKEHSPDEFIKDEQNKGLIDEITKKNIQLKKEIQKLETELQEATKEFQIKEDIPETKMKFLSVETPENDSQLSNISCSFQVSSKVPYEIQKGQALITFEKEEVAQNVVSMSKHHVQIKDVNLEVTAKPVPLNSGVRFQVYVEVSKMKINVTEIPDTLREDQMRDKLELSFSKSRNGGGEVDRVDYDRQSGSAVITFVEIGVADKILKKKEYPLYINQTCHRVTVSPYTEIHLKKYQIFSGTSKRTVLLTGMEGIQMDEEIVEDLINIHFQRAKNGGGEVDVVKCSLGQP.... Result: 0 (no interaction). (4) The miRNA is ath-miR172b-3p with sequence AGAAUCUUGAUGAUGCUGCAU. The protein sequence of the target gene is MEPIYEEYLANHGTIVKPYYWLSFSLDCSNCPYHIRTGEEARVSLTEFCQIFGFPYGTTFPQTKHLTFYELKTSSGSLVQKGHASSCTGNYIHPESMLFEMNGYLDSAIYNNDSIRHIILYSNNSPCNEANHCCISKMYNFLITYPGITLSIYFSQLYHTEMDFPASAWNREALRSLASLWPRVVLSPISGGIWHSVLHSFISGVSGSHVFQPILTGRALADRHNAYEINAITGVKPYFTDVLLQTKRNPNTKAQEALESYPLNNAFPGQFFQMPSGQLQPNLPPDLRAPVVFVLVPLRD.... Result: 0 (no interaction). (5) The miRNA is hsa-miR-1277-5p with sequence AAAUAUAUAUAUAUAUGUACGUAU. The protein sequence of the target gene is MEDSQETSPSSNNSSEELSSALHLSKGMSIFLDILRRADKNDDGKLSFEEFKAYFADGVLSGEELHELFHTIDTHNTNNLDTEELCEYFSQHLGEYENVLAALEDLNLSILKAMGKTKKDYQEASNLEQFVTRFLLKETLNQLQSLQNSLECAMETTEEQTRQERQGPAKPEVLSIQWPGKRSSRRVQRHNSFSPNSPQFNVSGPGLLEEDNQWMTQINRLQKLIDRLEKKDLKLEPPEEEIIEGNTKSHIMLVQRQMSVIEEDLEEFQLALKHYVESASSQSGCLRISIQKLSNESRYM.... Result: 1 (interaction).